Dataset: Reaction yield outcomes from USPTO patents with 853,638 reactions. Task: Predict the reaction yield, written as a fraction of the theoretical maximum amount of product (1.0 means a 100% yield; for example, 0.34 means a 34% yield). (1) The reactants are [F:1][C:2]1[CH:7]=[CH:6][C:5]([NH:8][C:9]2[O:13][C:12]([C:14]([NH:16][C:17]3[CH:34]=[CH:33][C:20]([O:21][C@@H:22]4[CH2:27][CH2:26][C@H:25]([C:28]([O:30][CH2:31][CH3:32])=[O:29])[CH2:24][CH2:23]4)=[CH:19][C:18]=3[N+:35]([O-])=O)=[O:15])=[N:11][N:10]=2)=[CH:4][CH:3]=1.C1COCC1.O1CCOCC1. The catalyst is [Pd].CCO. The product is [NH2:35][C:18]1[CH:19]=[C:20]([CH:33]=[CH:34][C:17]=1[NH:16][C:14]([C:12]1[O:13][C:9]([NH:8][C:5]2[CH:6]=[CH:7][C:2]([F:1])=[CH:3][CH:4]=2)=[N:10][N:11]=1)=[O:15])[O:21][C@@H:22]1[CH2:27][CH2:26][C@H:25]([C:28]([O:30][CH2:31][CH3:32])=[O:29])[CH2:24][CH2:23]1. The yield is 0.920. (2) The reactants are [NH2:1][C:2]1[CH:25]=[CH:24][C:5]([O:6][C:7]2[C:16]3[C:11](=[CH:12][C:13]([O:19][CH2:20][CH2:21][O:22][CH3:23])=[C:14]([C:17]#[N:18])[CH:15]=3)[N:10]=[CH:9][CH:8]=2)=[CH:4][C:3]=1[F:26].[CH3:27][S:28]([C:31]1[CH:32]=[C:33]([NH:37][C:38](=O)[O:39]C2C=CC=CC=2)[CH:34]=[CH:35][CH:36]=1)(=[O:30])=[O:29].C1(C)C=CC=CC=1.C(N(C(C)C)CC)(C)C. The catalyst is C(OCC)(=O)C. The product is [C:17]([C:14]1[CH:15]=[C:16]2[C:11](=[CH:12][C:13]=1[O:19][CH2:20][CH2:21][O:22][CH3:23])[N:10]=[CH:9][CH:8]=[C:7]2[O:6][C:5]1[CH:24]=[CH:25][C:2]([NH:1][C:38]([NH:37][C:33]2[CH:34]=[CH:35][CH:36]=[C:31]([S:28]([CH3:27])(=[O:30])=[O:29])[CH:32]=2)=[O:39])=[C:3]([F:26])[CH:4]=1)#[N:18]. The yield is 0.0800. (3) The reactants are [NH2:1][C:2]1[C:3]([Cl:17])=[C:4]([NH:8][C:9]2[CH2:14][CH2:13][CH2:12][C:11](=[O:15])[C:10]=2[CH3:16])[CH:5]=[CH:6][CH:7]=1.Br[C:19]1[CH:24]=[CH:23][CH:22]=[CH:21][C:20]=1[CH3:25].C1C=CC(P(C2C(C3C(P(C4C=CC=CC=4)C4C=CC=CC=4)=CC=C4C=3C=CC=C4)=C3C(C=CC=C3)=CC=2)C2C=CC=CC=2)=CC=1.C(=O)([O-])[O-].[Cs+].[Cs+]. The catalyst is C([O-])(=O)C.[Pd+2].C([O-])(=O)C.C1(C)C=CC=CC=1. The product is [Cl:17][C:3]1[C:2]([NH:1][C:19]2[CH:24]=[CH:23][CH:22]=[CH:21][C:20]=2[CH3:25])=[CH:7][CH:6]=[CH:5][C:4]=1[NH:8][C:9]1[CH2:14][CH2:13][CH2:12][C:11](=[O:15])[C:10]=1[CH3:16]. The yield is 0.0220. (4) The reactants are FC(F)(F)S(O[C:7]1[C:8]([CH3:36])([CH3:35])[C@H:9]2[C@:22]([CH3:25])([CH2:23][CH:24]=1)[C@@H:21]1[C@:12]([CH3:34])([C@@:13]3([CH3:33])[C@H:18]([CH2:19][CH2:20]1)[C@H:17]1[C@H:26]([C:29]([CH3:31])=[CH2:30])[CH2:27][CH2:28][C@:16]1([NH2:32])[CH2:15][CH2:14]3)[CH2:11][CH2:10]2)(=O)=O.P(=O)(O)(O)O.[K].CC1(C)C(C)(C)OB([C:53]2[CH2:58][CH2:57][C@H:56]([C:59]([O:61][CH2:62][C:63]3[CH:68]=[CH:67][CH:66]=[CH:65][CH:64]=3)=[O:60])[CH2:55][CH:54]=2)O1.C1(P(C2CCCCC2)C2C=CC=CC=2C2C(OC)=CC=CC=2OC)CCCCC1. The catalyst is O1CCOCC1.O.C([O-])(=O)C.[Pd+2].C([O-])(=O)C. The product is [NH2:32][C@:16]12[CH2:28][CH2:27][C@@H:26]([C:29]([CH3:31])=[CH2:30])[C@@H:17]1[C@@H:18]1[C@@:13]([CH3:33])([CH2:14][CH2:15]2)[C@@:12]2([CH3:34])[C@@H:21]([C@:22]3([CH3:25])[C@@H:9]([CH2:10][CH2:11]2)[C:8]([CH3:35])([CH3:36])[C:7]([C:53]2[CH2:58][CH2:57][C@H:56]([C:59]([O:61][CH2:62][C:63]4[CH:64]=[CH:65][CH:66]=[CH:67][CH:68]=4)=[O:60])[CH2:55][CH:54]=2)=[CH:24][CH2:23]3)[CH2:20][CH2:19]1. The yield is 0.750. (5) The reactants are [NH2:1][C@H:2]1[CH2:7][CH2:6][C@H:5]([C:8]([OH:10])=[O:9])[CH2:4][CH2:3]1.C([O-])([O-])=O.[K+].[K+].[CH:17]1[CH:22]=[CH:21][C:20]([CH2:23]Br)=[CH:19][CH:18]=1. The catalyst is CC#N. The product is [CH2:23]([N:1]([C@H:2]1[CH2:7][CH2:6][C@H:5]([C:8]([O:10][CH2:8][C:5]2[CH:6]=[CH:7][CH:2]=[CH:3][CH:4]=2)=[O:9])[CH2:4][CH2:3]1)[CH2:23][C:20]1[CH:21]=[CH:22][CH:17]=[CH:18][CH:19]=1)[C:20]1[CH:21]=[CH:22][CH:17]=[CH:18][CH:19]=1. The yield is 0.990. (6) The reactants are [C:1]1([C:7](=O)[CH2:8][C:9]2[CH:14]=[CH:13][CH:12]=[CH:11][CH:10]=2)[CH:6]=[CH:5][CH:4]=[CH:3][CH:2]=1.[CH:16]([C:18]1[CH:19]=[C:20]([CH:24]=[CH:25][CH:26]=1)[C:21]([OH:23])=[O:22])=O.[NH2:27][C:28]([NH2:30])=[O:29].Cl. The catalyst is CCO. The product is [O:29]=[C:28]1[NH:30][CH:16]([C:18]2[CH:19]=[C:20]([CH:24]=[CH:25][CH:26]=2)[C:21]([OH:23])=[O:22])[C:8]([C:9]2[CH:14]=[CH:13][CH:12]=[CH:11][CH:10]=2)=[C:7]([C:1]2[CH:6]=[CH:5][CH:4]=[CH:3][CH:2]=2)[NH:27]1. The yield is 0.150.